From a dataset of Forward reaction prediction with 1.9M reactions from USPTO patents (1976-2016). Predict the product of the given reaction. (1) Given the reactants C([BH3-])#N.[Na+].[I-].[Br:6][C:7]1[CH:16]=[CH:15][C:14]([N+:17]([O-:19])=[O:18])=[C:13]2[C:8]=1[CH:9]=[CH:10][N+:11]([CH3:20])=[CH:12]2, predict the reaction product. The product is: [Br:6][C:7]1[CH:16]=[CH:15][C:14]([N+:17]([O-:19])=[O:18])=[C:13]2[C:8]=1[CH2:9][CH2:10][N:11]([CH3:20])[CH2:12]2. (2) Given the reactants [N+:1]([C:4]1[CH:19]=[C:7]2[CH2:8][N:9]([C:12]([O:14][C:15]([CH3:18])([CH3:17])[CH3:16])=[O:13])[CH2:10][CH2:11][N:6]2[N:5]=1)([O-])=O, predict the reaction product. The product is: [NH2:1][C:4]1[CH:19]=[C:7]2[CH2:8][N:9]([C:12]([O:14][C:15]([CH3:17])([CH3:16])[CH3:18])=[O:13])[CH2:10][CH2:11][N:6]2[N:5]=1. (3) Given the reactants [CH3:1][C@H:2]1[CH2:11][CH2:10][C@@H:9]2[C@:4]([CH3:14])([CH2:5][CH2:6][CH2:7][C:8]2([CH3:13])[CH3:12])[C@H:3]1[CH2:15][C:16]([OH:18])=O.CN(C=O)C.C(Cl)(=O)C(Cl)=O.[CH3:30][O:31][C:32]1[CH:33]=[C:34]([CH:36]=[C:37]([O:39][CH3:40])[CH:38]=1)[NH2:35], predict the reaction product. The product is: [CH3:1][C@H:2]1[CH2:11][CH2:10][C@@H:9]2[C@:4]([CH3:14])([CH2:5][CH2:6][CH2:7][C:8]2([CH3:12])[CH3:13])[C@H:3]1[CH2:15][C:16]([NH:35][C:34]1[CH:36]=[C:37]([O:39][CH3:40])[CH:38]=[C:32]([O:31][CH3:30])[CH:33]=1)=[O:18]. (4) Given the reactants O([C:8]([NH:10][C:11]1[CH:20]=[CH:19][CH:18]=[C:17]2[C:12]=1[CH2:13][CH2:14][CH2:15][CH:16]2[C:21]1[N:22]=[CH:23][N:24](C(OC(C)(C)C)=O)[CH:25]=1)=[O:9])C1C=CC=CC=1.[CH3:33][CH:34]1[CH2:39][CH:38]([CH3:40])[CH2:37][NH:36][CH2:35]1, predict the reaction product. The product is: [NH:24]1[CH:25]=[C:21]([CH:16]2[CH2:15][CH2:14][CH2:13][C:12]3[C:11]([NH:10][C:8]([N:36]4[CH2:37][CH:38]([CH3:40])[CH2:39][CH:34]([CH3:33])[CH2:35]4)=[O:9])=[CH:20][CH:19]=[CH:18][C:17]2=3)[N:22]=[CH:23]1. (5) Given the reactants Cl[C:2]1[CH:3]=[C:4]([NH:11][C:12]2[CH:17]=[CH:16][CH:15]=[C:14]([N:18]3[CH2:22][CH2:21][CH2:20][CH:19]3[CH3:23])[N:13]=2)[C:5]2[N:6]([CH:8]=[CH:9][N:10]=2)[N:7]=1.[N:24]1[CH:29]=[CH:28][C:27](B(O)O)=[CH:26][CH:25]=1.CC(C1C=C(C(C)C)C(C2C=CC=CC=2P(C2CCCCC2)C2CCCCC2)=C(C(C)C)C=1)C.C([O-])([O-])=O.[Na+].[Na+], predict the reaction product. The product is: [CH3:23][CH:19]1[CH2:20][CH2:21][CH2:22][N:18]1[C:14]1[N:13]=[C:12]([NH:11][C:4]2[C:5]3[N:6]([CH:8]=[CH:9][N:10]=3)[N:7]=[C:2]([C:27]3[CH:28]=[CH:29][N:24]=[CH:25][CH:26]=3)[CH:3]=2)[CH:17]=[CH:16][CH:15]=1.